Dataset: Forward reaction prediction with 1.9M reactions from USPTO patents (1976-2016). Task: Predict the product of the given reaction. (1) Given the reactants FC(F)(F)C(O)=O.C(OC([CH2:15][NH:16][CH:17]([CH:23]([C:29]1[CH:34]=[CH:33][CH:32]=[CH:31][C:30]=1[N+:35]([O-:37])=[O:36])[O:24][Si](C)(C)C)[C:18]([O:20][CH2:21][CH3:22])=[O:19])=O)(C)(C)C.C([O-])(O)=O.[Na+], predict the reaction product. The product is: [OH:24][CH:23]([C:29]1[CH:34]=[CH:33][CH:32]=[CH:31][C:30]=1[N+:35]([O-:37])=[O:36])[CH:17]([NH:16][CH3:15])[C:18]([O:20][CH2:21][CH3:22])=[O:19]. (2) Given the reactants [F:1]C(F)(F)S(O[C@H]1[C@H](OS(C(F)(F)F)(=O)=O)CN(CC2C=CC=CC=2)C1)(=O)=O.CCCC[N+:33]([CH2:42][CH2:43][CH2:44][CH3:45])([CH2:38][CH2:39][CH2:40][CH3:41])CCCC.[F-:46].[CH3:47][C:48]([CH3:50])=O, predict the reaction product. The product is: [CH2:42]([N:33]1[CH2:38][C@H:39]([F:46])[C@@H:40]([F:1])[CH2:41]1)[C:43]1[CH:44]=[CH:45][CH:50]=[CH:48][CH:47]=1. (3) Given the reactants [C:1]([C:3]1[CH:10]=[CH:9][C:6]([CH:7]=[O:8])=[CH:5][CH:4]=1)#[N:2].[CH3:11][O:12][C:13]1[CH:18]=[CH:17][C:16]([CH2:19][C:20]([OH:22])=O)=[CH:15][CH:14]=1.[CH3:23][O:24][C:25]1[CH:26]=[C:27]([N+:33]#[C-:34])[CH:28]=[CH:29][C:30]=1[O:31][CH3:32].C[OH:36], predict the reaction product. The product is: [C:1]([C:3]1[CH:10]=[CH:9][C:6]([CH:7]([O:8][C:20](=[O:22])[CH2:19][C:16]2[CH:15]=[CH:14][C:13]([O:12][CH3:11])=[CH:18][CH:17]=2)[C:34](=[O:36])[NH:33][C:27]2[CH:28]=[CH:29][C:30]([O:31][CH3:32])=[C:25]([O:24][CH3:23])[CH:26]=2)=[CH:5][CH:4]=1)#[N:2]. (4) Given the reactants [F:1][C:2]1[CH:7]=[CH:6][C:5]([CH2:8][CH2:9][C:10]2([CH:18]([CH3:20])[CH3:19])[O:15][C:14](=[O:16])[CH:13]=[C:12]([OH:17])[CH2:11]2)=[CH:4][CH:3]=1.[CH:21]([C:24]1[C:25]([S:33]S(C2C=CC(C)=CC=2)(=O)=O)=[CH:26][C:27]2[S:31][CH:30]=[N:29][C:28]=2[CH:32]=1)([CH3:23])[CH3:22].CCN(CC)CC, predict the reaction product. The product is: [F:1][C:2]1[CH:3]=[CH:4][C:5]([CH2:8][CH2:9][C:10]2([CH:18]([CH3:20])[CH3:19])[O:15][C:14](=[O:16])[C:13]([S:33][C:25]3[C:24]([CH:21]([CH3:23])[CH3:22])=[CH:32][C:28]4[N:29]=[CH:30][S:31][C:27]=4[CH:26]=3)=[C:12]([OH:17])[CH2:11]2)=[CH:6][CH:7]=1. (5) The product is: [C:8]([O:12][C:13](=[O:41])[NH:14][C@@H:15]([CH2:16][N:17]1[CH2:22][C:21](=[O:23])[N:20]([C:24]2[CH:29]=[C:28]([F:30])[CH:27]=[CH:26][C:25]=2[CH3:31])[CH2:19][C:18]1([CH3:33])[CH3:32])[C@@H:34]([OH:35])[CH2:38][C@H:37]([C:36](=[O:40])[NH:49][CH:43]1[CH2:48][CH2:47][CH2:46][CH2:45][CH2:44]1)[CH3:39])([CH3:10])([CH3:9])[CH3:11]. Given the reactants OC1C=CC=CN=1.[C:8]([O:12][C:13](=[O:41])[NH:14][C@H:15]([C@@H:34]1[CH2:38][C@@H:37]([CH3:39])[C:36](=[O:40])[O:35]1)[CH2:16][N:17]1[CH2:22][C:21](=[O:23])[N:20]([C:24]2[CH:29]=[C:28]([F:30])[CH:27]=[CH:26][C:25]=2[CH3:31])[CH2:19][C:18]1([CH3:33])[CH3:32])([CH3:11])([CH3:10])[CH3:9].O.[CH:43]1([NH2:49])[CH2:48][CH2:47][CH2:46][CH2:45][CH2:44]1, predict the reaction product.